The task is: Predict the reaction yield, written as a fraction of the theoretical maximum amount of product (1.0 means a 100% yield; for example, 0.34 means a 34% yield).. This data is from Reaction yield outcomes from USPTO patents with 853,638 reactions. The reactants are [H-].[Na+].[C:3]([O:7][C:8]([NH:10][C:11]([O:13][C:14]([CH3:17])([CH3:16])[CH3:15])=[O:12])=[O:9])([CH3:6])([CH3:5])[CH3:4].[CH:18]1([CH2:24][CH2:25][CH2:26]OS(C2C=CC(C)=CC=2)(=O)=O)[CH2:23][CH2:22][CH:21]=[CH:20][CH2:19]1.C1(C)C=CC=CC=1.C1CCCCC1. The catalyst is CN(C)C=O.O1CCCC1.O. The product is [C:14]([O:13][C:11](=[O:12])[N:10]([CH2:26][CH2:25][CH2:24][CH:18]1[CH2:23][CH2:22][CH:21]=[CH:20][CH2:19]1)[C:8]([O:7][C:3]([CH3:6])([CH3:5])[CH3:4])=[O:9])([CH3:17])([CH3:16])[CH3:15]. The yield is 0.860.